From a dataset of NCI-60 drug combinations with 297,098 pairs across 59 cell lines. Regression. Given two drug SMILES strings and cell line genomic features, predict the synergy score measuring deviation from expected non-interaction effect. (1) Drug 1: C1=CC(=CC=C1CCCC(=O)O)N(CCCl)CCCl. Drug 2: CCN(CC)CCNC(=O)C1=C(NC(=C1C)C=C2C3=C(C=CC(=C3)F)NC2=O)C. Cell line: SNB-75. Synergy scores: CSS=3.48, Synergy_ZIP=-1.89, Synergy_Bliss=0.783, Synergy_Loewe=-3.51, Synergy_HSA=-3.14. (2) Drug 1: CC(C)(C#N)C1=CC(=CC(=C1)CN2C=NC=N2)C(C)(C)C#N. Drug 2: C1CCC(C(C1)N)N.C(=O)(C(=O)[O-])[O-].[Pt+4]. Cell line: MDA-MB-231. Synergy scores: CSS=2.42, Synergy_ZIP=-1.34, Synergy_Bliss=-0.955, Synergy_Loewe=-6.32, Synergy_HSA=-6.02. (3) Drug 1: C1=CC=C(C(=C1)C(C2=CC=C(C=C2)Cl)C(Cl)Cl)Cl. Drug 2: CC1CCC2CC(C(=CC=CC=CC(CC(C(=O)C(C(C(=CC(C(=O)CC(OC(=O)C3CCCCN3C(=O)C(=O)C1(O2)O)C(C)CC4CCC(C(C4)OC)O)C)C)O)OC)C)C)C)OC. Cell line: SF-268. Synergy scores: CSS=6.55, Synergy_ZIP=3.15, Synergy_Bliss=3.23, Synergy_Loewe=1.45, Synergy_HSA=1.18. (4) Drug 1: CS(=O)(=O)CCNCC1=CC=C(O1)C2=CC3=C(C=C2)N=CN=C3NC4=CC(=C(C=C4)OCC5=CC(=CC=C5)F)Cl. Drug 2: C#CCC(CC1=CN=C2C(=N1)C(=NC(=N2)N)N)C3=CC=C(C=C3)C(=O)NC(CCC(=O)O)C(=O)O. Cell line: NCI-H322M. Synergy scores: CSS=42.2, Synergy_ZIP=-3.75, Synergy_Bliss=-7.19, Synergy_Loewe=-22.4, Synergy_HSA=-6.19. (5) Drug 1: C1CC(C1)(C(=O)O)C(=O)O.[NH2-].[NH2-].[Pt+2]. Drug 2: CCC1(CC2CC(C3=C(CCN(C2)C1)C4=CC=CC=C4N3)(C5=C(C=C6C(=C5)C78CCN9C7C(C=CC9)(C(C(C8N6C)(C(=O)OC)O)OC(=O)C)CC)OC)C(=O)OC)O.OS(=O)(=O)O. Cell line: HCC-2998. Synergy scores: CSS=1.76, Synergy_ZIP=-1.39, Synergy_Bliss=-1.87, Synergy_Loewe=-4.06, Synergy_HSA=-3.87.